From a dataset of Peptide-MHC class II binding affinity with 134,281 pairs from IEDB. Regression. Given a peptide amino acid sequence and an MHC pseudo amino acid sequence, predict their binding affinity value. This is MHC class II binding data. The peptide sequence is AAATAGTTVYIAFAA. The MHC is HLA-DQA10102-DQB10602 with pseudo-sequence HLA-DQA10102-DQB10602. The binding affinity (normalized) is 0.740.